Task: Predict the product of the given reaction.. Dataset: Forward reaction prediction with 1.9M reactions from USPTO patents (1976-2016) (1) The product is: [Cl:1][CH2:2][C:3]1[CH:10]=[CH:9][C:6]([CH:7]=[N:12][OH:13])=[CH:5][CH:4]=1. Given the reactants [Cl:1][CH2:2][C:3]1[CH:10]=[CH:9][C:6]([CH:7]=O)=[CH:5][CH:4]=1.Cl.[NH2:12][OH:13], predict the reaction product. (2) Given the reactants C([O:3][C:4](=[O:30])[C@@H:5]([O:27][CH2:28][CH3:29])[CH2:6][C:7]1[CH:12]=[CH:11][C:10]([O:13][CH2:14][CH:15]=[CH:16][C:17]2[CH:26]=[CH:25][C:24]3[C:19](=[CH:20][CH:21]=[CH:22][CH:23]=3)[N:18]=2)=[CH:9][CH:8]=1)C.[OH-].[Na+], predict the reaction product. The product is: [CH2:28]([O:27][C@@H:5]([CH2:6][C:7]1[CH:8]=[CH:9][C:10]([O:13][CH2:14][CH:15]=[CH:16][C:17]2[CH:26]=[CH:25][C:24]3[C:19](=[CH:20][CH:21]=[CH:22][CH:23]=3)[N:18]=2)=[CH:11][CH:12]=1)[C:4]([OH:30])=[O:3])[CH3:29]. (3) The product is: [F:1][C:2]1[CH:7]=[N:6][C:5]2[N:8]([CH:9]3[CH2:14][CH2:13][S:12][CH2:11][CH2:10]3)[C:32](=[O:33])[N:17]([C@@H:18]3[CH2:23][CH2:22][C@H:21]([NH:24][C:25](=[O:31])[O:26][C:27]([CH3:28])([CH3:30])[CH3:29])[CH2:20][CH2:19]3)[C:15](=[O:16])[C:4]=2[CH:3]=1. Given the reactants [F:1][C:2]1[CH:3]=[C:4]([C:15]([NH:17][C@@H:18]2[CH2:23][CH2:22][C@H:21]([NH:24][C:25](=[O:31])[O:26][C:27]([CH3:30])([CH3:29])[CH3:28])[CH2:20][CH2:19]2)=[O:16])[C:5]([NH:8][CH:9]2[CH2:14][CH2:13][S:12][CH2:11][CH2:10]2)=[N:6][CH:7]=1.[C:32](N1C=CN=C1)(N1C=CN=C1)=[O:33].[H-].[Na+].C(OCC)(=O)C, predict the reaction product. (4) Given the reactants [NH:1]1[CH2:10][CH2:9][CH:4]([C:5]([O:7][CH3:8])=[O:6])[CH2:3][CH2:2]1.[C:11]([O:15][C:16](O[C:16]([O:15][C:11]([CH3:14])([CH3:13])[CH3:12])=[O:17])=[O:17])([CH3:14])([CH3:13])[CH3:12].C(N(CC)CC)C, predict the reaction product. The product is: [N:1]1([C:16]([O:15][C:11]([CH3:14])([CH3:13])[CH3:12])=[O:17])[CH2:10][CH2:9][CH:4]([C:5]([O:7][CH3:8])=[O:6])[CH2:3][CH2:2]1. (5) Given the reactants [CH3:1][S:2][CH2:3][CH2:4][NH2:5].[Cl:6][C:7]1[CH:12]=[CH:11][CH:10]=[CH:9][C:8]=1[CH2:13][N:14]1[C:19](=[O:20])[C:18]([C:21]([NH:23][CH2:24][C:25]([O:27]CC)=[O:26])=[O:22])=[C:17]([OH:30])[C:16]([C:31](OC)=[O:32])=[C:15]1[OH:35], predict the reaction product. The product is: [Cl:6][C:7]1[CH:12]=[CH:11][CH:10]=[CH:9][C:8]=1[CH2:13][N:14]1[C:15]([OH:35])=[C:16]([C:31]([NH:5][CH2:4][CH2:3][S:2][CH3:1])=[O:32])[C:17]([OH:30])=[C:18]([C:21]([NH:23][CH2:24][C:25]([OH:27])=[O:26])=[O:22])[C:19]1=[O:20]. (6) Given the reactants [CH3:1][O:2][C:3](=[O:15])[CH:4]([CH2:13]O)[NH:5][C:6]([O:8][C:9]([CH3:12])([CH3:11])[CH3:10])=[O:7].C(N(CC)CC)C.C1(C)C=CC=CC=1, predict the reaction product. The product is: [CH3:1][O:2][C:3](=[O:15])[C:4](=[CH2:13])[NH:5][C:6]([O:8][C:9]([CH3:10])([CH3:11])[CH3:12])=[O:7]. (7) The product is: [C:24]([S:26][CH:17]1[CH2:16][N:15]([C:12]2[S:13][CH:14]=[C:10]([CH2:9][NH:8][C:6]([C:2]3[O:1][CH:5]=[CH:4][CH:3]=3)=[O:7])[N:11]=2)[CH2:18]1)(=[O:27])[CH3:25]. Given the reactants [O:1]1[CH:5]=[CH:4][CH:3]=[C:2]1[C:6]([NH:8][CH2:9][C:10]1[N:11]=[C:12]([N:15]2[CH2:18][CH:17](OS(C)(=O)=O)[CH2:16]2)[S:13][CH:14]=1)=[O:7].[C:24]([O-:27])(=[S:26])[CH3:25].[K+], predict the reaction product. (8) Given the reactants [CH2:1]([NH:3][C:4]([NH:6][CH2:7][C:8]1[CH:13]=[CH:12][CH:11]=[C:10]([N+:14]([O-])=O)[CH:9]=1)=[O:5])[CH3:2].[H][H], predict the reaction product. The product is: [NH2:14][C:10]1[CH:9]=[C:8]([CH:13]=[CH:12][CH:11]=1)[CH2:7][NH:6][C:4]([NH:3][CH2:1][CH3:2])=[O:5]. (9) Given the reactants ClCCCl.[N:5]([C:8]1[C:17]([C:18]2[CH:23]=[CH:22][CH:21]=[C:20]([CH:24]=[O:25])[CH:19]=2)=[N:16][C:15]([Br:26])=[CH:14][C:9]=1[C:10]([O:12][CH3:13])=[O:11])=[N+]=[N-], predict the reaction product. The product is: [Br:26][C:15]1[CH:14]=[C:9]([C:10]([O:12][CH3:13])=[O:11])[C:8]2[NH:5][C:23]3[CH:22]=[CH:21][C:20]([CH:24]=[O:25])=[CH:19][C:18]=3[C:17]=2[N:16]=1.